This data is from Reaction yield outcomes from USPTO patents with 853,638 reactions. The task is: Predict the reaction yield, written as a fraction of the theoretical maximum amount of product (1.0 means a 100% yield; for example, 0.34 means a 34% yield). (1) The reactants are [OH:1][C:2]1[C:7]([CH3:8])=[CH:6][CH:5]=[CH:4][C:3]=1[C:9](=O)[CH3:10].CC([O-])=O.[Na+].Cl.[NH2:18][OH:19]. The catalyst is CO. The product is [OH:1][C:2]1[C:7]([CH3:8])=[CH:6][CH:5]=[CH:4][C:3]=1/[C:9](=[N:18]/[OH:19])/[CH3:10]. The yield is 0.950. (2) The yield is 0.650. The product is [CH:4]12[N:7]([CH2:8][CH2:9][O:10][C:11]3[CH:16]=[CH:15][C:14]([NH:17][C:35]([NH:44][CH2:43][C:42]4[CH:45]=[CH:46][CH:47]=[C:40]([C:39]([F:48])([F:49])[F:38])[CH:41]=4)=[O:36])=[CH:13][C:12]=3[C:18]3[N:19]([CH3:24])[N:20]=[CH:21][C:22]=3[Br:23])[CH:1]([CH2:2][CH2:3]1)[CH2:6][CH2:5]2. The reactants are [CH:1]12[N:7]([CH2:8][CH2:9][O:10][C:11]3[CH:16]=[CH:15][C:14]([NH2:17])=[CH:13][C:12]=3[C:18]3[N:19]([CH3:24])[N:20]=[CH:21][C:22]=3[Br:23])[CH:4]([CH2:5][CH2:6]1)[CH2:3][CH2:2]2.C1C([N+]([O-])=O)=CC=C([Cl-][C:35]([O-])=[O:36])C=1.[F:38][C:39]([F:49])([F:48])[C:40]1[CH:41]=[C:42]([CH:45]=[CH:46][CH:47]=1)[CH2:43][NH2:44].C(N(CC)C(C)C)(C)C. The catalyst is ClCCCl. (3) The reactants are [Br:1]N1C(=O)CCC1=O.[Cl:9][C:10]1[C:11]2[CH:18]=[CH:17][NH:16][C:12]=2[N:13]=[CH:14][N:15]=1. The catalyst is ClCCl. The product is [Br:1][C:18]1[C:11]2[C:10]([Cl:9])=[N:15][CH:14]=[N:13][C:12]=2[NH:16][CH:17]=1. The yield is 0.691. (4) The reactants are [Na+].[F:2][C:3]1[CH:4]=[C:5]([CH:37]=[CH:38][CH:39]=1)[CH2:6][N:7]([CH3:36])[C:8]([C:10]1[C:11]([CH:33]([CH3:35])[CH3:34])=[C:12]([CH2:22][CH2:23][CH:24]([OH:32])[CH2:25][CH:26]([OH:31])[CH2:27][C:28]([O-:30])=O)[N:13]([C:15]2[CH:20]=[CH:19][C:18]([F:21])=[CH:17][CH:16]=2)[N:14]=1)=[O:9].C(O)(C(F)(F)F)=O. The catalyst is CC#N.CCOC(C)=O. The product is [F:2][C:3]1[CH:4]=[C:5]([CH:37]=[CH:38][CH:39]=1)[CH2:6][N:7]([CH3:36])[C:8]([C:10]1[C:11]([CH:33]([CH3:35])[CH3:34])=[C:12]([CH2:22][CH2:23][CH:24]2[CH2:25][CH:26]([OH:31])[CH2:27][C:28](=[O:30])[O:32]2)[N:13]([C:15]2[CH:20]=[CH:19][C:18]([F:21])=[CH:17][CH:16]=2)[N:14]=1)=[O:9]. The yield is 0.840. (5) The reactants are [Br:1][C:2]1[C:7]([NH:8][C:9]2[CH:14]=[CH:13][CH:12]=[CH:11][CH:10]=2)=[C:6]([N+:15]([O-:17])=[O:16])[CH:5]=[CH:4][C:3]=1[OH:18].CI.[C:21](=O)([O-])[O-].[K+].[K+]. The catalyst is CC(C)=O.O. The product is [Br:1][C:2]1[C:3]([O:18][CH3:21])=[CH:4][CH:5]=[C:6]([N+:15]([O-:17])=[O:16])[C:7]=1[NH:8][C:9]1[CH:14]=[CH:13][CH:12]=[CH:11][CH:10]=1. The yield is 1.00.